From a dataset of Catalyst prediction with 721,799 reactions and 888 catalyst types from USPTO. Predict which catalyst facilitates the given reaction. (1) The catalyst class is: 19. Reactant: [C:1]([O:5][C:6]([NH:8][CH2:9][C:10]1([CH2:26][CH:27]2[CH2:29][CH2:28]2)[CH2:15][CH2:14][N:13](C(OCC2C=CC=CC=2)=O)[CH2:12][CH2:11]1)=[O:7])([CH3:4])([CH3:3])[CH3:2]. Product: [CH:27]1([CH2:26][C:10]2([CH2:9][NH:8][C:6](=[O:7])[O:5][C:1]([CH3:3])([CH3:2])[CH3:4])[CH2:15][CH2:14][NH:13][CH2:12][CH2:11]2)[CH2:29][CH2:28]1. (2) Reactant: [CH2:1]([N:3]1[C:7]2[CH:8]=[CH:9][CH:10]=[C:11]([CH2:12][O:13][CH:14]3[CH:19]([C:20]4[CH:25]=[CH:24][C:23]([O:26][CH2:27][CH2:28][CH2:29][O:30][CH2:31][C:32]5[CH:37]=[CH:36][CH:35]=[CH:34][C:33]=5[O:38][CH3:39])=[CH:22][CH:21]=4)[CH2:18][CH2:17][N:16]([C:40]([O:42][CH2:43][C:44]4[CH:49]=[CH:48][CH:47]=[CH:46][CH:45]=4)=[O:41])[CH2:15]3)[C:6]=2[N:5](COCC[Si](C)(C)C)[C:4]1=[O:58])[CH3:2].[F-].C([N+](CCCC)(CCCC)CCCC)CCC.O. Product: [CH2:1]([N:3]1[C:7]2[CH:8]=[CH:9][CH:10]=[C:11]([CH2:12][O:13][CH:14]3[CH:19]([C:20]4[CH:21]=[CH:22][C:23]([O:26][CH2:27][CH2:28][CH2:29][O:30][CH2:31][C:32]5[CH:37]=[CH:36][CH:35]=[CH:34][C:33]=5[O:38][CH3:39])=[CH:24][CH:25]=4)[CH2:18][CH2:17][N:16]([C:40]([O:42][CH2:43][C:44]4[CH:49]=[CH:48][CH:47]=[CH:46][CH:45]=4)=[O:41])[CH2:15]3)[C:6]=2[NH:5][C:4]1=[O:58])[CH3:2]. The catalyst class is: 7. (3) Reactant: [CH2:1]([O:8][C:9]1[CH:10]=[C:11]([CH:15]=[C:16]([C:19]2[CH:20]=[CH:21][C:22]3[O:26][C:25]([C:27]4[CH:32]=[CH:31][C:30]([F:33])=[CH:29][CH:28]=4)=[C:24]([C:34](=[O:37])[NH:35][CH3:36])[C:23]=3[CH:38]=2)[C:17]=1[CH3:18])[C:12](O)=[O:13])[C:2]1[CH:7]=[CH:6][CH:5]=[CH:4][CH:3]=1.[N:39]1[CH:44]=[CH:43][CH:42]=[CH:41][C:40]=1[C:45]1([NH2:48])[CH2:47][CH2:46]1.C1C=CC2N(O)N=NC=2C=1.CCN=C=NCCCN(C)C.Cl.C(N(C(C)C)CC)(C)C. Product: [CH2:1]([O:8][C:9]1[C:17]([CH3:18])=[C:16]([C:19]2[CH:20]=[CH:21][C:22]3[O:26][C:25]([C:27]4[CH:32]=[CH:31][C:30]([F:33])=[CH:29][CH:28]=4)=[C:24]([C:34]([NH:35][CH3:36])=[O:37])[C:23]=3[CH:38]=2)[CH:15]=[C:11]([C:12](=[O:13])[NH:48][C:45]2([C:40]3[CH:41]=[CH:42][CH:43]=[CH:44][N:39]=3)[CH2:47][CH2:46]2)[CH:10]=1)[C:2]1[CH:3]=[CH:4][CH:5]=[CH:6][CH:7]=1. The catalyst class is: 2. (4) Reactant: [C:1]([C:3]1[C:11]2[C:6](=[CH:7][CH:8]=[C:9]([NH:12][C:13]([CH:15]3[CH2:19][CH2:18][N:17]([CH2:20][C:21](=[O:40])[N:22]4[CH2:27][CH2:26][N:25]([C:28]5[CH:33]=[CH:32][C:31]([C:34]6[N:39]=[CH:38][CH:37]=[CH:36][N:35]=6)=[CH:30][CH:29]=5)[CH2:24][CH2:23]4)[CH2:16]3)=[O:14])[CH:10]=2)[N:5]([CH2:41][O:42][CH2:43][CH2:44][Si:45]([CH3:48])([CH3:47])[CH3:46])[N:4]=1)#[N:2].[N-:49]=[N+:50]=[N-:51].[Na+].[NH4+].[Cl-]. Product: [NH:49]1[C:1]([C:3]2[C:11]3[C:6](=[CH:7][CH:8]=[C:9]([NH:12][C:13]([CH:15]4[CH2:19][CH2:18][N:17]([CH2:20][C:21](=[O:40])[N:22]5[CH2:27][CH2:26][N:25]([C:28]6[CH:29]=[CH:30][C:31]([C:34]7[N:35]=[CH:36][CH:37]=[CH:38][N:39]=7)=[CH:32][CH:33]=6)[CH2:24][CH2:23]5)[CH2:16]4)=[O:14])[CH:10]=3)[N:5]([CH2:41][O:42][CH2:43][CH2:44][Si:45]([CH3:48])([CH3:47])[CH3:46])[N:4]=2)=[N:2][N:51]=[N:50]1. The catalyst class is: 3. (5) Product: [F:1][C:2]1[CH:7]=[CH:6][C:5]([S:8]([CH:11]([C:22]2[C:27]([F:28])=[CH:26][CH:25]=[C:24]([F:29])[C:23]=2[F:30])[C:12]2[C:13]([CH3:21])=[CH:14][C:15]([C:18]([NH:20][CH2:35][OH:36])=[O:19])=[N:16][CH:17]=2)(=[O:10])=[O:9])=[CH:4][CH:3]=1. The catalyst class is: 57. Reactant: [F:1][C:2]1[CH:7]=[CH:6][C:5]([S:8]([CH:11]([C:22]2[C:27]([F:28])=[CH:26][CH:25]=[C:24]([F:29])[C:23]=2[F:30])[C:12]2[C:13]([CH3:21])=[CH:14][C:15]([C:18]([NH2:20])=[O:19])=[N:16][CH:17]=2)(=[O:10])=[O:9])=[CH:4][CH:3]=1.C=O.[OH-].[Na+].[C:35](=O)([O-])[O-:36].[Na+].[Na+]. (6) Reactant: [CH:1]([Mg]Br)=[CH2:2].[Br:5][C:6]1[CH:11]=[CH:10][CH:9]=[CH:8][C:7]=1[N+:12]([O-])=O.[Cl-].[NH4+]. Product: [Br:5][C:6]1[CH:11]=[CH:10][CH:9]=[C:8]2[C:7]=1[NH:12][CH:2]=[CH:1]2. The catalyst class is: 7. (7) Reactant: [Br:1][C:2]1[CH:11]=[C:10]2[C:5]([C:6](Cl)=[C:7]([N+:12]([O-:14])=[O:13])[CH:8]=[N:9]2)=[CH:4][CH:3]=1.[CH:16]([O:19][CH2:20][CH2:21][CH2:22][NH2:23])([CH3:18])[CH3:17]. Product: [Br:1][C:2]1[CH:11]=[C:10]2[C:5]([C:6]([NH:23][CH2:22][CH2:21][CH2:20][O:19][CH:16]([CH3:18])[CH3:17])=[C:7]([N+:12]([O-:14])=[O:13])[CH:8]=[N:9]2)=[CH:4][CH:3]=1. The catalyst class is: 236.